This data is from Catalyst prediction with 721,799 reactions and 888 catalyst types from USPTO. The task is: Predict which catalyst facilitates the given reaction. (1) Reactant: [NH2:1][CH2:2][CH2:3][CH2:4][OH:5].C(N(CC)CC)C.[F:13][C:14]1[CH:25]=[CH:24][C:17]([CH2:18][O:19][CH2:20][C:21](Cl)=[O:22])=[CH:16][CH:15]=1. Product: [F:13][C:14]1[CH:15]=[CH:16][C:17]([CH2:18][O:19][CH2:20][C:21]([NH:1][CH2:2][CH2:3][CH2:4][OH:5])=[O:22])=[CH:24][CH:25]=1. The catalyst class is: 49. (2) Reactant: [C:1]1([C:7](=[CH2:11])[CH2:8][NH:9][NH2:10])[CH:6]=[CH:5][CH:4]=[CH:3][CH:2]=1.NN[C:14]([O:16][C:17]([CH3:20])([CH3:19])[CH3:18])=[O:15].CCN(CC)CC.BrCC(C1C=CC=CC=1)=C. Product: [C:17]([O:16][C:14]([NH:10][NH:9][CH2:8][C:7]([C:1]1[CH:6]=[CH:5][CH:4]=[CH:3][CH:2]=1)=[CH2:11])=[O:15])([CH3:20])([CH3:19])[CH3:18]. The catalyst class is: 5. (3) The catalyst class is: 1. Reactant: [Cl:1][C:2]1[CH:3]=[C:4]([S:9]([NH:12][C:13]2[C:18]([O:19][CH3:20])=[CH:17][C:16]([Cl:21])=[CH:15][N:14]=2)(=[O:11])=[O:10])[CH:5]=[N:6][C:7]=1Cl.[CH3:22][NH:23][CH3:24].O. Product: [Cl:1][C:2]1[CH:3]=[C:4]([S:9]([NH:12][C:13]2[C:18]([O:19][CH3:20])=[CH:17][C:16]([Cl:21])=[CH:15][N:14]=2)(=[O:11])=[O:10])[CH:5]=[N:6][C:7]=1[N:23]([CH3:24])[CH3:22]. (4) Reactant: [NH2:1][C:2]1[C:11]2[N:12]=[C:13]3[CH2:18][O:17][CH2:16][C@H:15]([CH3:19])[N:14]3[C:10]=2[C:9]2[C:4](=[CH:5][CH:6]=[C:7]([OH:20])[CH:8]=2)[N:3]=1.C(=O)([O-])[O-].[Cs+].[Cs+].[CH2:27](I)[CH3:28].O. Product: [CH2:27]([O:20][C:7]1[CH:8]=[C:9]2[C:4](=[CH:5][CH:6]=1)[N:3]=[C:2]([NH2:1])[C:11]1[N:12]=[C:13]3[CH2:18][O:17][CH2:16][C@H:15]([CH3:19])[N:14]3[C:10]2=1)[CH3:28]. The catalyst class is: 479. (5) Reactant: Br[CH2:2][C:3]([NH2:5])=[O:4].[NH2:6][C@H:7]1[CH2:12][CH2:11][C@H:10]([CH2:13][NH:14][C:15]2[C:20]([C:21]#[N:22])=[CH:19][N:18]=[C:17]([NH:23][CH2:24][C:25]3[CH:30]=[CH:29][CH:28]=[CH:27][C:26]=3[O:31][C:32]([F:35])([F:34])[F:33])[N:16]=2)[CH2:9][CH2:8]1.CCN(C(C)C)C(C)C. Product: [C:21]([C:20]1[C:15]([NH:14][CH2:13][C@H:10]2[CH2:9][CH2:8][C@H:7]([NH:6][CH2:2][C:3]([NH2:5])=[O:4])[CH2:12][CH2:11]2)=[N:16][C:17]([NH:23][CH2:24][C:25]2[CH:30]=[CH:29][CH:28]=[CH:27][C:26]=2[O:31][C:32]([F:33])([F:34])[F:35])=[N:18][CH:19]=1)#[N:22]. The catalyst class is: 31. (6) Reactant: [CH2:1]([N:8]1[CH2:13][CH2:12][C:11]2=[N:14][N:15]([C:17]3[N:25]=[CH:24][CH:23]=[CH:22][C:18]=3[C:19]([O-])=[O:20])[CH:16]=[C:10]2[CH2:9]1)[C:2]1[CH:7]=[CH:6][CH:5]=[CH:4][CH:3]=1.[Na+].[NH2:27][CH:28]([CH2:34][C:35]1[CH:40]=[CH:39][CH:38]=[CH:37][CH:36]=1)[CH:29]([OH:33])[C:30]([NH2:32])=[O:31]. Product: [NH2:32][C:30](=[O:31])[CH:29]([OH:33])[CH:28]([NH:27][C:19](=[O:20])[C:18]1[CH:22]=[CH:23][CH:24]=[N:25][C:17]=1[N:15]1[CH:16]=[C:10]2[CH2:9][N:8]([CH2:1][C:2]3[CH:3]=[CH:4][CH:5]=[CH:6][CH:7]=3)[CH2:13][CH2:12][C:11]2=[N:14]1)[CH2:34][C:35]1[CH:36]=[CH:37][CH:38]=[CH:39][CH:40]=1. The catalyst class is: 9. (7) The catalyst class is: 10. Reactant: [CH2:1]([N:3]([CH2:25]C)[C:4](=O)[C:5]1C=CC(N(C2C=CC=CC=2)C2CCNCC2)=C[CH:6]=1)C.[CH2:27]([N:29]([CH2:52][CH3:53])[C:30](=[O:51])[C:31]1[CH:36]=[CH:35][C:34]([N:37]([CH2:44][C:45]2[CH:50]=[CH:49][CH:48]=[CH:47][CH:46]=2)[CH:38]2[CH2:43][CH2:42][NH:41][CH2:40][CH2:39]2)=[CH:33][CH:32]=1)[CH3:28].Cl.CN(C)CCCCl.[I-].[Na+].C(N(CC)CC)C. Product: [CH2:52]([N:29]([CH2:27][CH3:28])[C:30](=[O:51])[C:31]1[CH:32]=[CH:33][C:34]([N:37]([CH2:44][C:45]2[CH:46]=[CH:47][CH:48]=[CH:49][CH:50]=2)[CH:38]2[CH2:43][CH2:42][N:41]([CH2:6][CH2:5][CH2:4][N:3]([CH3:25])[CH3:1])[CH2:40][CH2:39]2)=[CH:35][CH:36]=1)[CH3:53]. (8) Reactant: [CH3:1][C:2]([CH3:9])([CH3:8])[C:3](=O)[CH2:4][C:5]#[N:6].[ClH:10].[CH3:11][O:12][C:13]1[CH:14]=[C:15]([NH:19][NH2:20])[CH:16]=[CH:17][CH:18]=1.C(O)(=O)C. Product: [ClH:10].[C:2]([C:3]1[CH:4]=[C:5]([NH2:6])[N:19]([C:15]2[CH:16]=[CH:17][CH:18]=[C:13]([O:12][CH3:11])[CH:14]=2)[N:20]=1)([CH3:9])([CH3:8])[CH3:1]. The catalyst class is: 8. (9) Reactant: [CH2:1]([O:5][C:6]1[CH:11]=[CH:10][C:9]([S:12]([O:15][C:16]2[C:24]([CH3:25])=[CH:23][CH:22]=[CH:21][C:17]=2[C:18](O)=[O:19])(=[O:14])=[O:13])=[CH:8][CH:7]=1)[C:2]#[C:3][CH3:4].O.[OH:27][N:28]1C2C=CC=CC=2N=N1.Cl.CN(C)CCCN=C=NCC.NO. Product: [CH2:1]([O:5][C:6]1[CH:11]=[CH:10][C:9]([S:12]([O:15][C:16]2[C:24]([CH3:25])=[CH:23][CH:22]=[CH:21][C:17]=2[C:18]([NH:28][OH:27])=[O:19])(=[O:14])=[O:13])=[CH:8][CH:7]=1)[C:2]#[C:3][CH3:4]. The catalyst class is: 42. (10) Reactant: C(OC([N:8]1[CH2:14][CH2:13][CH2:12][N:11]([S:15]([C:18]2[CH:19]=[C:20]3[C:25](=[CH:26][CH:27]=2)[C:24]([O:28]C)=[N:23][CH:22]=[CH:21]3)(=[O:17])=[O:16])[CH2:10][CH2:9]1)=O)(C)(C)C.Cl.O1CCOCC1. Product: [N:11]1([S:15]([C:18]2[CH:19]=[C:20]3[C:25](=[CH:26][CH:27]=2)[C:24](=[O:28])[NH:23][CH:22]=[CH:21]3)(=[O:17])=[O:16])[CH2:12][CH2:13][CH2:14][NH:8][CH2:9][CH2:10]1. The catalyst class is: 38.